From a dataset of Reaction yield outcomes from USPTO patents with 853,638 reactions. Predict the reaction yield, written as a fraction of the theoretical maximum amount of product (1.0 means a 100% yield; for example, 0.34 means a 34% yield). (1) The reactants are CN(C(ON1N=NC2C=CC=NC1=2)=[N+](C)C)C.F[P-](F)(F)(F)(F)F.[F:25][C:26]1[CH:27]=[C:28]([NH:36][C:37]([C@H:39]2[C:48]3[C:43](=[CH:44][C:45]([O:49][CH3:50])=[CH:46][CH:47]=3)[CH2:42][CH2:41][NH:40]2)=[O:38])[CH:29]=[CH:30][C:31]=1[Si:32]([CH3:35])([CH3:34])[CH3:33].CCN(C(C)C)C(C)C.[C:60]([O:64][C:65](=[O:74])[CH2:66][C@@H:67]1[CH2:70][C@H:69]([C:71](O)=[O:72])[CH2:68]1)([CH3:63])([CH3:62])[CH3:61]. The catalyst is CN(C=O)C.O. The product is [F:25][C:26]1[CH:27]=[C:28]([NH:36][C:37]([C@H:39]2[C:48]3[C:43](=[CH:44][C:45]([O:49][CH3:50])=[CH:46][CH:47]=3)[CH2:42][CH2:41][N:40]2[C:71]([C@@H:69]2[CH2:68][C@H:67]([CH2:66][C:65]([O:64][C:60]([CH3:63])([CH3:62])[CH3:61])=[O:74])[CH2:70]2)=[O:72])=[O:38])[CH:29]=[CH:30][C:31]=1[Si:32]([CH3:33])([CH3:35])[CH3:34]. The yield is 0.680. (2) The reactants are [NH2:1][C:2]1[C:3]([N+:18]([O-])=O)=[C:4]([CH:9]=[C:10]([N:12]2[CH2:17][CH2:16][O:15][CH2:14][CH2:13]2)[CH:11]=1)[C:5]([O:7][CH3:8])=[O:6]. The catalyst is CCO.[Pd]. The product is [CH3:8][O:7][C:5](=[O:6])[C:4]1[CH:9]=[C:10]([N:12]2[CH2:13][CH2:14][O:15][CH2:16][CH2:17]2)[CH:11]=[C:2]([NH2:1])[C:3]=1[NH2:18]. The yield is 0.695. (3) The reactants are Br[C:2]1[CH:7]=[CH:6][C:5]([CH:8]([CH3:15])[CH2:9][NH:10][S:11]([CH3:14])(=[O:13])=[O:12])=[CH:4][CH:3]=1.[CH3:16][C:17]1[CH:22]=[CH:21][C:20](B(O)O)=[CH:19][CH:18]=1.C(=O)([O-])[O-].[K+].[K+].O. The catalyst is C1(C)C=CC=CC=1.C(OCC)C. The product is [CH3:16][C:17]1[CH:22]=[CH:21][C:20]([C:2]2[CH:7]=[CH:6][C:5]([CH:8]([CH3:15])[CH2:9][NH:10][S:11]([CH3:14])(=[O:13])=[O:12])=[CH:4][CH:3]=2)=[CH:19][CH:18]=1. The yield is 0.430. (4) The reactants are Br[CH2:2][C:3]([NH:5][CH2:6][CH:7]([OH:16])[CH2:8][C:9]1[CH:14]=[CH:13][C:12]([F:15])=[CH:11][CH:10]=1)=[O:4].C(=O)([O-])[O-].[K+].[K+]. The catalyst is C(O)C. The product is [F:15][C:12]1[CH:13]=[CH:14][C:9]([CH2:8][CH:7]2[CH2:6][NH:5][C:3](=[O:4])[CH2:2][O:16]2)=[CH:10][CH:11]=1. The yield is 0.140. (5) The reactants are [NH2:1][C:2]1[N:6]([C:7]2[CH:12]=[CH:11][CH:10]=[CH:9][C:8]=2O)[N:5]=[C:4]([C:14]([CH3:17])([CH3:16])[CH3:15])[CH:3]=1.C1(P(C2C=CC=CC=2)C2C=CC=CC=2)C=CC=CC=1.[CH2:37]([O:44][CH2:45][C@@H:46]([OH:48])[CH3:47])[C:38]1[CH:43]=[CH:42][CH:41]=[CH:40][CH:39]=1.CC(OC(/N=N/C(OC(C)C)=O)=O)C. The catalyst is C1COCC1.CO.O. The product is [CH2:37]([O:44][CH2:45][C@@H:46]([CH3:47])[O:48][C:9]1[CH:8]=[C:7]([N:6]2[C:2]([NH2:1])=[CH:3][C:4]([C:14]([CH3:17])([CH3:16])[CH3:15])=[N:5]2)[CH:12]=[CH:11][CH:10]=1)[C:38]1[CH:43]=[CH:42][CH:41]=[CH:40][CH:39]=1. The yield is 0.450. (6) The product is [CH2:1]([O:8][C:9]1[C:14](=[O:15])[N:13]=[C:12]([CH2:16][C:17]2[CH:22]=[CH:21][C:20]([Cl:23])=[CH:19][C:18]=2[C:35]2[CH:34]=[N:33][CH:38]=[CH:37][CH:36]=2)[N:11]2[CH2:25][CH2:26][N:27]([CH:30]([CH3:32])[CH3:31])[C:28](=[O:29])[C:10]=12)[C:2]1[CH:7]=[CH:6][CH:5]=[CH:4][CH:3]=1. The catalyst is O1CCOCC1. The reactants are [CH2:1]([O:8][C:9]1[C:14](=[O:15])[N:13]=[C:12]([CH2:16][C:17]2[CH:22]=[CH:21][C:20]([Cl:23])=[CH:19][C:18]=2Br)[N:11]2[CH2:25][CH2:26][N:27]([CH:30]([CH3:32])[CH3:31])[C:28](=[O:29])[C:10]=12)[C:2]1[CH:7]=[CH:6][CH:5]=[CH:4][CH:3]=1.[N:33]1[CH:38]=[CH:37][CH:36]=[C:35](B(O)O)[CH:34]=1.C(=O)([O-])[O-].[K+].[K+].C1(P(C2CCCCC2)C2C=CC=CC=2C2C(OC)=CC=CC=2OC)CCCCC1. The yield is 0.501.